From a dataset of Reaction yield outcomes from USPTO patents with 853,638 reactions. Predict the reaction yield, written as a fraction of the theoretical maximum amount of product (1.0 means a 100% yield; for example, 0.34 means a 34% yield). (1) The reactants are [C:1]([O-:4])([O-])=O.[K+].[K+].[O:7]1[C:12]2[CH:13]=[CH:14][C:15](O)=[CH:16][C:11]=2[O:10][CH2:9][CH2:8]1.I[CH3:19]. The catalyst is [N+](CCCC)(CCCC)(CCCC)CCCC.[I-].CN(C=O)C. The product is [CH3:19][CH:9]1[O:10][C:11]2[CH:16]=[CH:15][C:14]([O:4][CH3:1])=[CH:13][C:12]=2[O:7][CH2:8]1. The yield is 0.850. (2) The reactants are Br[C:2]1[N:6]2[N:7]=[C:8]([NH:11][CH2:12][CH2:13][CH2:14][CH2:15][CH3:16])[CH:9]=[CH:10][C:5]2=[N:4][CH:3]=1.CC1(C)C(C)(C)OB([C:25]2[CH:30]=[CH:29][C:28]([CH:31]3[CH2:35][CH2:34][CH2:33][N:32]3[C:36]([O:38][C:39]([CH3:42])([CH3:41])[CH3:40])=[O:37])=[CH:27][CH:26]=2)O1.[O-]P([O-])([O-])=O.[K+].[K+].[K+].COCCOC. The catalyst is O. The product is [CH2:12]([NH:11][C:8]1[CH:9]=[CH:10][C:5]2[N:6]([C:2]([C:25]3[CH:26]=[CH:27][C:28]([CH:31]4[CH2:35][CH2:34][CH2:33][N:32]4[C:36]([O:38][C:39]([CH3:42])([CH3:41])[CH3:40])=[O:37])=[CH:29][CH:30]=3)=[CH:3][N:4]=2)[N:7]=1)[CH2:13][CH2:14][CH2:15][CH3:16]. The yield is 0.670. (3) The reactants are [CH3:1][C:2]([C:6]1[CH:11]=[CH:10][C:9]([N+:12]([O-:14])=[O:13])=[CH:8][CH:7]=1)([CH3:5])[C:3]#[N:4].Cl.[OH-].[Na+]. The catalyst is C1COCC1. The product is [CH3:5][C:2]([C:6]1[CH:11]=[CH:10][C:9]([N+:12]([O-:14])=[O:13])=[CH:8][CH:7]=1)([CH3:1])[CH2:3][NH2:4]. The yield is 0.900.